From a dataset of Forward reaction prediction with 1.9M reactions from USPTO patents (1976-2016). Predict the product of the given reaction. (1) Given the reactants [Br:1][C:2]1[N:6]([CH3:7])[N:5]=[CH:4][C:3]=1[C:8]1[N:9]=[C:10]([CH3:18])[N:11]2[C:16]=1[C:15](Cl)=[N:14][CH:13]=[N:12]2.[CH3:19][O:20][C:21]1[CH:26]=[CH:25][C:24]([CH2:27][NH:28][CH3:29])=[CH:23][CH:22]=1, predict the reaction product. The product is: [Br:1][C:2]1[N:6]([CH3:7])[N:5]=[CH:4][C:3]=1[C:8]1[N:9]=[C:10]([CH3:18])[N:11]2[C:16]=1[C:15]([N:28]([CH2:27][C:24]1[CH:25]=[CH:26][C:21]([O:20][CH3:19])=[CH:22][CH:23]=1)[CH3:29])=[N:14][CH:13]=[N:12]2. (2) The product is: [O:12]=[CH:13][CH2:14][CH:15]1[CH2:17][CH:16]1[C:18]1[C:26]2[C:21](=[CH:22][CH:23]=[C:24]([C:27]#[N:28])[CH:25]=2)[N:20]([S:29]([C:32]2[CH:37]=[CH:36][C:35]([CH3:38])=[CH:34][CH:33]=2)(=[O:31])=[O:30])[CH:19]=1. Given the reactants C(Cl)(=O)C(Cl)=O.CN(C=O)C.[OH:12][CH2:13][CH2:14][CH:15]1[CH2:17][CH:16]1[C:18]1[C:26]2[C:21](=[CH:22][CH:23]=[C:24]([C:27]#[N:28])[CH:25]=2)[N:20]([S:29]([C:32]2[CH:37]=[CH:36][C:35]([CH3:38])=[CH:34][CH:33]=2)(=[O:31])=[O:30])[CH:19]=1.C(N(CC)CC)C, predict the reaction product. (3) The product is: [CH2:20]([CH:22]([CH2:37][CH2:38][CH2:39][CH3:40])[CH2:23][O:24][P:25]([O-:36])([O:26][CH2:27][CH:28]([CH2:33][CH3:34])[CH2:29][CH2:30][CH2:31][CH3:32])=[O:35])[CH3:21].[Nd+:2]. Given the reactants [O-2].[Nd+3:2].[O-2].[O-2].[Nd+3].[Nd].[N+]([O-])([O-])=O.[Nd+3].[N+]([O-])([O-])=O.[N+]([O-])([O-])=O.[CH2:20]([CH:22]([CH2:37][CH2:38][CH2:39][CH3:40])[CH2:23][O:24][P:25](=[O:36])([OH:35])[O:26][CH2:27][CH:28]([CH2:33][CH3:34])[CH2:29][CH2:30][CH2:31][CH3:32])[CH3:21].CC1CCCCC1, predict the reaction product.